From a dataset of Catalyst prediction with 721,799 reactions and 888 catalyst types from USPTO. Predict which catalyst facilitates the given reaction. Reactant: [NH2:1][CH2:2][C:3]1[CH:8]=[CH:7][C:6]([CH2:9][C:10]([O:12][CH3:13])=[O:11])=[C:5]([O:14][CH2:15][C:16]2[CH:17]=[C:18]([C:22]3[CH:27]=[CH:26][CH:25]=[C:24]([CH2:28][NH:29][C:30]([O:32][C:33]([CH3:36])([CH3:35])[CH3:34])=[O:31])[CH:23]=3)[CH:19]=[CH:20][CH:21]=2)[CH:4]=1.C(N(CC)CC)C.[C:44](Cl)(=[O:46])[CH3:45].O. Product: [C:44]([NH:1][CH2:2][C:3]1[CH:8]=[CH:7][C:6]([CH2:9][C:10]([O:12][CH3:13])=[O:11])=[C:5]([O:14][CH2:15][C:16]2[CH:17]=[C:18]([C:22]3[CH:27]=[CH:26][CH:25]=[C:24]([CH2:28][NH:29][C:30]([O:32][C:33]([CH3:36])([CH3:35])[CH3:34])=[O:31])[CH:23]=3)[CH:19]=[CH:20][CH:21]=2)[CH:4]=1)(=[O:46])[CH3:45]. The catalyst class is: 2.